Dataset: Full USPTO retrosynthesis dataset with 1.9M reactions from patents (1976-2016). Task: Predict the reactants needed to synthesize the given product. (1) Given the product [CH3:1][O:2][C:3]1[C:11]2[O:10][CH:9]=[C:8]([CH2:20][C:21]([CH3:22])=[O:23])[C:7]=2[CH:6]=[CH:5][CH:4]=1, predict the reactants needed to synthesize it. The reactants are: [CH3:1][O:2][C:3]1[C:11]2[O:10][CH2:9][C:8](=O)[C:7]=2[CH:6]=[CH:5][CH:4]=1.C1(P(C2C=CC=CC=2)(C2C=CC=CC=2)=[CH:20][C:21](=[O:23])[CH3:22])C=CC=CC=1. (2) Given the product [CH3:1][N:2]1[C:11]2[C:6](=[CH:7][CH:8]=[CH:9][CH:10]=2)[CH:5]=[C:4]([C:12]([NH:38][CH2:39][C:40]([O:42][C:43]([CH3:46])([CH3:45])[CH3:44])=[O:41])=[O:13])[C:3]1=[O:15], predict the reactants needed to synthesize it. The reactants are: [CH3:1][N:2]1[C:11]2[C:6](=[CH:7][CH:8]=[CH:9][CH:10]=2)[CH:5]=[C:4]([C:12](Cl)=[O:13])[C:3]1=[O:15].CN1C2C(=CC=CC=2)C=C(C(O)=O)C1=O.C(Cl)(=O)C(Cl)=O.Cl.[NH2:38][CH2:39][C:40]([O:42][C:43]([CH3:46])([CH3:45])[CH3:44])=[O:41].C(N(C(C)C)CC)(C)C. (3) Given the product [CH3:1][O:2][C:3]([C:5]1[S:9][C:8]2[CH:10]=[C:11]([C:25]3[CH:26]=[CH:27][CH:28]=[CH:29][C:24]=3[O:23][CH3:22])[CH:12]=[CH:13][C:7]=2[C:6]=1[O:15][CH2:16][C:17]([O:19][CH2:20][CH3:21])=[O:18])=[O:4], predict the reactants needed to synthesize it. The reactants are: [CH3:1][O:2][C:3]([C:5]1[S:9][C:8]2[CH:10]=[C:11](Br)[CH:12]=[CH:13][C:7]=2[C:6]=1[O:15][CH2:16][C:17]([O:19][CH2:20][CH3:21])=[O:18])=[O:4].[CH3:22][O:23][C:24]1[CH:29]=[CH:28][CH:27]=[CH:26][C:25]=1B(O)O.[F-].[K+]. (4) Given the product [C:10]([CH:9]([C:4]1[CH:5]=[CH:6][C:7]([Cl:8])=[C:2]([Cl:1])[CH:3]=1)[N:12]1[C:21]2[C:16](=[CH:17][CH:18]=[C:19]([C:22]([F:25])([F:23])[F:24])[CH:20]=2)[N:15]([C:35]([O:37][CH2:38][CH3:39])=[O:36])[CH:14]([CH2:26][CH3:27])[CH2:13]1)#[N:11], predict the reactants needed to synthesize it. The reactants are: [Cl:1][C:2]1[CH:3]=[C:4]([CH:9]([N:12]2[C:21]3[C:16](=[CH:17][CH:18]=[C:19]([C:22]([F:25])([F:24])[F:23])[CH:20]=3)[NH:15][CH:14]([CH2:26][CH3:27])[CH2:13]2)[C:10]#[N:11])[CH:5]=[CH:6][C:7]=1[Cl:8].N1C=CC=CC=1.Cl[C:35]([O:37][CH2:38][CH3:39])=[O:36]. (5) The reactants are: [Cl:1][C:2]1[CH:10]=[C:9]2[C:5]([C:6]3([CH:16]([O:17][CH2:18][C:19]([CH3:22])([CH3:21])[CH3:20])[CH2:15][C:14](=[O:23])[CH2:13][CH:12]3[C:24]3[CH:29]=C[CH:27]=[C:26](Cl)[CH:25]=3)[C:7](=[O:11])[NH:8]2)=[CH:4][CH:3]=1.[NH2:31]O.Cl.[OH-].[Na+].C1(C)C=CC(S(Cl)(=O)=O)=CC=1.Cl[CH2:48][Cl:49]. Given the product [Cl:1][C:2]1[CH:10]=[C:9]2[C:5]([C:6]3([CH:16]([O:17][CH2:18][C:19]([CH3:22])([CH3:20])[CH3:21])[CH2:15][C:14](=[O:23])[NH:31][CH2:13][CH:12]3[C:24]3[CH:25]=[CH:26][CH:27]=[C:48]([Cl:49])[CH:29]=3)[C:7](=[O:11])[NH:8]2)=[CH:4][CH:3]=1, predict the reactants needed to synthesize it. (6) Given the product [F:1][C:2]1[CH:7]=[C:6]([N+:8]([O-:10])=[O:9])[C:5]([F:11])=[CH:4][C:3]=1[O:14][CH3:13], predict the reactants needed to synthesize it. The reactants are: [F:1][C:2]1[CH:7]=[C:6]([N+:8]([O-:10])=[O:9])[C:5]([F:11])=[CH:4][C:3]=1F.[CH3:13][O-:14].[Na+].CO.O. (7) Given the product [CH3:18][O:19][C:20]1[CH:21]=[C:22]([C:23](=[O:24])[CH2:1][C:2]2[CH:7]=[CH:6][N:5]=[CH:4][CH:3]=2)[CH:27]=[CH:28][CH:29]=1, predict the reactants needed to synthesize it. The reactants are: [CH3:1][C:2]1[CH:7]=[CH:6][N:5]=[CH:4][CH:3]=1.C[Si](C)(C)[N-][Si](C)(C)C.[Na+].[CH3:18][O:19][C:20]1[CH:21]=[C:22]([CH:27]=[CH:28][CH:29]=1)[C:23](OC)=[O:24].[Cl-].[NH4+]. (8) Given the product [Cl:1][C:2]1[CH:9]=[CH:8][C:5]([C:6](=[O:19])[CH:11]([CH3:13])[CH3:12])=[CH:4][C:3]=1[CH3:10], predict the reactants needed to synthesize it. The reactants are: [Cl:1][C:2]1[CH:9]=[CH:8][C:5]([C:6]#N)=[CH:4][C:3]=1[CH3:10].[CH:11]([Mg]Br)([CH3:13])[CH3:12].Cl.CC[O:19]CC.